From a dataset of Reaction yield outcomes from USPTO patents with 853,638 reactions. Predict the reaction yield, written as a fraction of the theoretical maximum amount of product (1.0 means a 100% yield; for example, 0.34 means a 34% yield). (1) The reactants are [Si]([O:8][CH2:9][CH:10]([O:44][C:45]([C:60]1[CH:65]=[CH:64][CH:63]=[CH:62][CH:61]=1)([C:54]1[CH:59]=[CH:58][CH:57]=[CH:56][CH:55]=1)[C:46]1[CH:51]=[CH:50][CH:49]=[C:48]([O:52][CH3:53])[CH:47]=1)[CH2:11][CH2:12][N:13]1[CH:21]=[N:20][C:19]2[C:14]1=[N:15][C:16]([C:25]([C:38]1[CH:43]=[CH:42][CH:41]=[CH:40][CH:39]=1)([C:32]1[CH:37]=[CH:36][CH:35]=[CH:34][CH:33]=1)[C:26]1[CH:31]=[CH:30][CH:29]=[CH:28][CH:27]=1)=[N:17][C:18]=2[NH:22][O:23][CH3:24])(C(C)(C)C)(C)C.[F-].C([N+](CCCC)(CCCC)CCCC)CCC. The catalyst is C1COCC1. The product is [OH:8][CH2:9][CH:10]([O:44][C:45]([C:60]1[CH:61]=[CH:62][CH:63]=[CH:64][CH:65]=1)([C:54]1[CH:59]=[CH:58][CH:57]=[CH:56][CH:55]=1)[C:46]1[CH:51]=[CH:50][CH:49]=[C:48]([O:52][CH3:53])[CH:47]=1)[CH2:11][CH2:12][N:13]1[CH:21]=[N:20][C:19]2[C:14]1=[N:15][C:16]([C:25]([C:38]1[CH:43]=[CH:42][CH:41]=[CH:40][CH:39]=1)([C:26]1[CH:31]=[CH:30][CH:29]=[CH:28][CH:27]=1)[C:32]1[CH:33]=[CH:34][CH:35]=[CH:36][CH:37]=1)=[N:17][C:18]=2[NH:22][O:23][CH3:24]. The yield is 0.960. (2) The reactants are [CH3:1][O:2][CH2:3][C:4]([NH:6][C:7]1[CH:12]=[CH:11][CH:10]=[C:9]([C:13]2[C:21]3[C:16](=[CH:17][CH:18]=[C:19]([C:22]4[N:26]=[CH:25][N:24](C(C5C=CC=CC=5)(C5C=CC=CC=5)C5C=CC=CC=5)[N:23]=4)[CH:20]=3)[N:15](C3CCCCO3)[N:14]=2)[CH:8]=1)=[O:5]. The catalyst is O1CCOCC1.Cl. The product is [NH:24]1[CH:25]=[N:26][C:22]([C:19]2[CH:20]=[C:21]3[C:16](=[CH:17][CH:18]=2)[NH:15][N:14]=[C:13]3[C:9]2[CH:8]=[C:7]([NH:6][C:4](=[O:5])[CH2:3][O:2][CH3:1])[CH:12]=[CH:11][CH:10]=2)=[N:23]1. The yield is 0.460. (3) The reactants are [OH:1][C:2]1[C:10]([N+:11]([O-:13])=[O:12])=[CH:9][CH:8]=[CH:7][C:3]=1[C:4]([OH:6])=[O:5].[C:14]([O-])([O-])=O.[K+].[K+].S(OC)(OC)(=O)=O. The catalyst is CN(C=O)C. The product is [OH:1][C:2]1[C:10]([N+:11]([O-:13])=[O:12])=[CH:9][CH:8]=[CH:7][C:3]=1[C:4]([O:6][CH3:14])=[O:5]. The yield is 0.996. (4) The reactants are [C:1](=[O:5])([O:3][CH3:4])[NH2:2].O=[C:7]([CH2:11][CH2:12][PH:13]([CH2:15][OH:16])=[O:14])[C:8]([OH:10])=[O:9].C(O)(=O)C. The catalyst is O.C1(C)C=CC(S(O)(=O)=O)=CC=1.C1(C)C=CC=CC=1. The product is [CH3:4][O:3][C:1]([NH:2]/[C:7](=[CH:11]\[CH2:12][PH:13]([CH2:15][OH:16])=[O:14])/[C:8]([OH:10])=[O:9])=[O:5]. The yield is 0.807. (5) The reactants are [C:1]([O:5][C:6]([N:8]1[CH2:14][CH2:13][C:12]2([C:15]3[CH:20]=[CH:19][CH:18]=[C:17]([O:21][CH3:22])[CH:16]=3)[CH:10]([O:11]2)[CH2:9]1)=[O:7])([CH3:4])([CH3:3])[CH3:2]. The catalyst is CO.[Pd]. The product is [C:1]([O:5][C:6]([N:8]1[CH2:14][CH2:13][CH:12]([C:15]2[CH:20]=[CH:19][CH:18]=[C:17]([O:21][CH3:22])[CH:16]=2)[CH:10]([OH:11])[CH2:9]1)=[O:7])([CH3:4])([CH3:3])[CH3:2]. The yield is 0.890. (6) The reactants are [O:1]1CCO[CH:2]1[C:6]1[CH:7]=[C:8]([NH:12][C:13](=[O:15])[CH3:14])[CH:9]=[CH:10][CH:11]=1.C1(C)C=CC(S([O-])(=O)=O)=CC=1.[NH+]1C=CC=CC=1. The product is [CH:2]([C:6]1[CH:7]=[C:8]([NH:12][C:13](=[O:15])[CH3:14])[CH:9]=[CH:10][CH:11]=1)=[O:1]. The yield is 0.980. The catalyst is CC(C)=O.O.